This data is from Forward reaction prediction with 1.9M reactions from USPTO patents (1976-2016). The task is: Predict the product of the given reaction. Given the reactants [NH:1]1[C:6](=[O:7])[CH2:5][CH2:4][C:3]2[C:8]3[CH:9]=[CH:10][CH:11]=[CH:12][C:13]=3[CH2:14][C:2]1=2.C(O)(=O)C, predict the reaction product. The product is: [NH:1]1[C:6](=[O:7])[CH2:5][CH2:4][C@@H:3]2[C:8]3[CH:9]=[CH:10][CH:11]=[CH:12][C:13]=3[CH2:14][C@H:2]12.